The task is: Predict which catalyst facilitates the given reaction.. This data is from Catalyst prediction with 721,799 reactions and 888 catalyst types from USPTO. (1) Reactant: [Cl:1][C:2]1[CH:7]=[C:6]([C:8]([F:11])([F:10])[F:9])[CH:5]=[CH:4][C:3]=1[N:12]1[CH2:17][CH2:16][O:15][C:14]2[CH:18]=[C:19]([S:22](Cl)(=[O:24])=[O:23])[CH:20]=[CH:21][C:13]1=2.BrC1C=C(C(F)(F)F)C=CC=1N1CCOC2C=C(S(Cl)(=O)=O)C=CC1=2.ClC1C=C(C(F)(F)F)C=CC=1F.[F:63][C:64]1[C:69]([F:70])=[C:68]([F:71])[C:67]([F:72])=[C:66]([F:73])[C:65]=1[OH:74].C(N(CC)CC)C. Product: [Cl:1][C:2]1[CH:7]=[C:6]([C:8]([F:11])([F:9])[F:10])[CH:5]=[CH:4][C:3]=1[N:12]1[CH2:17][CH2:16][O:15][C:14]2[CH:18]=[C:19]([S:22]([O:74][C:65]3[C:64]([F:63])=[C:69]([F:70])[C:68]([F:71])=[C:67]([F:72])[C:66]=3[F:73])(=[O:23])=[O:24])[CH:20]=[CH:21][C:13]1=2. The catalyst class is: 2. (2) Reactant: [Cl:1][C:2]1[C:7]([B:8]2[O:12][C:11]([CH3:14])([CH3:13])[C:10]([CH3:16])([CH3:15])[O:9]2)=[CH:6][CH:5]=[CH:4][C:3]=1[OH:17].[C:18](=O)([O-])[O-].[K+].[K+].COS(OC)(=O)=O.Cl. Product: [Cl:1][C:2]1[C:3]([O:17][CH3:18])=[CH:4][CH:5]=[CH:6][C:7]=1[B:8]1[O:12][C:11]([CH3:13])([CH3:14])[C:10]([CH3:16])([CH3:15])[O:9]1. The catalyst class is: 3. (3) The catalyst class is: 1. Reactant: [CH2:1]([C:3]1[CH:27]=[CH:26][C:6]([O:7][C:8]2[CH:13]=[CH:12][C:11]([CH:14]3[C:19]4=[N:20][S:21](=[O:25])(=[O:24])[CH2:22][CH2:23][N:18]4[CH2:17][CH2:16][CH2:15]3)=[CH:10][CH:9]=2)=[CH:5][CH:4]=1)[CH3:2].[H-].[Na+].ClCCS(Cl)(=O)=O.C(C1C=CC(OC2C=CC(C3C(N)=NC=CC=3)=CC=2)=CC=1)C. Product: [CH2:1]([C:3]1[CH:4]=[CH:5][C:6]([O:7][C:8]2[CH:9]=[CH:10][C:11]([C:14]3[C:19]4=[N:20][S:21](=[O:25])(=[O:24])[CH2:22][CH2:23][N:18]4[CH:17]=[CH:16][CH:15]=3)=[CH:12][CH:13]=2)=[CH:26][CH:27]=1)[CH3:2]. (4) Reactant: [F:1][C:2]([F:14])([F:13])[C:3]1[CH:4]=[C:5]([CH2:9][C:10](O)=[O:11])[CH:6]=[CH:7][CH:8]=1.FC1C=CC(O)=CC=1N[C:10](=[O:11])[CH2:9][C:5]1[CH:6]=[CH:7][CH:8]=[C:3]([C:2]([F:13])([F:14])[F:1])[CH:4]=1.C(Cl)(=O)C([Cl:40])=O.CN(C)C=O. Product: [F:1][C:2]([F:14])([F:13])[C:3]1[CH:4]=[C:5]([CH2:9][C:10]([Cl:40])=[O:11])[CH:6]=[CH:7][CH:8]=1. The catalyst class is: 7.